This data is from Full USPTO retrosynthesis dataset with 1.9M reactions from patents (1976-2016). The task is: Predict the reactants needed to synthesize the given product. (1) The reactants are: CON(C)[C:4](=[O:21])[C:5]1[CH:10]=[CH:9][C:8]([C:11]2[C:15]([CH3:16])=[C:14]([C:17]([F:20])([F:19])[F:18])[O:13][N:12]=2)=[CH:7][CH:6]=1.[C:23]([Mg]Br)([CH3:26])([CH3:25])[CH3:24]. Given the product [CH3:24][C:23]([CH3:26])([CH3:25])[C:4]([C:5]1[CH:6]=[CH:7][C:8]([C:11]2[C:15]([CH3:16])=[C:14]([C:17]([F:18])([F:19])[F:20])[O:13][N:12]=2)=[CH:9][CH:10]=1)=[O:21], predict the reactants needed to synthesize it. (2) The reactants are: [N:1]1[CH:6]=[CH:5][C:4]([O:7][C:8]2[CH:9]=[C:10]([CH:23]=[CH:24][CH:25]=2)[CH2:11][NH:12][C@@H:13]2[C:22]3[C:17](=[CH:18][CH:19]=[CH:20][CH:21]=3)[CH2:16][CH2:15][CH2:14]2)=[CH:3][CH:2]=1.C(N(C(C)C)CC)(C)C.[CH:35]1[C:40]2[C:41]([O:43][C:44](=[O:45])[C:39]=2[CH:38]=[C:37]2[C:46]([O:48][C:49](=[O:50])[C:36]=12)=[O:47])=[O:42].C([O-])([O-])=[O:52].[Na+].[Na+]. Given the product [N:1]1[CH:2]=[CH:3][C:4]([O:7][C:8]2[CH:9]=[C:10]([CH:23]=[CH:24][CH:25]=2)[CH2:11][N:12]([C@@H:13]2[C:22]3[C:17](=[CH:18][CH:19]=[CH:20][CH:21]=3)[CH2:16][CH2:15][CH2:14]2)[C:41]([C:40]2[CH:35]=[C:36]([C:49]([OH:48])=[O:50])[C:37]([C:46]([OH:52])=[O:47])=[CH:38][C:39]=2[C:44]([OH:43])=[O:45])=[O:42])=[CH:5][CH:6]=1, predict the reactants needed to synthesize it. (3) Given the product [N:13]1([CH2:12][CH2:11][C:8]2[N:7]=[CH:6][C:5]3[O:4][CH2:3][CH2:2][O:1][C:10]=3[CH:9]=2)[CH2:18][CH2:17][NH:16][CH2:15][CH2:14]1, predict the reactants needed to synthesize it. The reactants are: [O:1]1[C:10]2[CH:9]=[C:8]([CH2:11][CH2:12][N:13]3[CH2:18][CH2:17][N:16](C(OC(C)(C)C)=O)[CH2:15][CH2:14]3)[N:7]=[CH:6][C:5]=2[O:4][CH2:3][CH2:2]1.Cl.CO. (4) Given the product [N+:1]([C:4]1[CH:9]=[CH:8][C:7]2[NH:10][C:13]([NH2:14])=[N:11][C:6]=2[CH:5]=1)([O-:3])=[O:2], predict the reactants needed to synthesize it. The reactants are: [N+:1]([C:4]1[CH:9]=[CH:8][C:7]([NH2:10])=[C:6]([NH2:11])[CH:5]=1)([O-:3])=[O:2].Br[C:13]#[N:14]. (5) The reactants are: [OH-].[Na+].C[O:4][C:5]([C:7]1[C:12]([Br:13])=[CH:11][N:10]2[CH:14]=[C:15]([C:17]3[CH:22]=[CH:21][CH:20]=[CH:19][CH:18]=3)[N:16]=[C:9]2[CH:8]=1)=[O:6].Cl. Given the product [Br:13][C:12]1[C:7]([C:5]([OH:6])=[O:4])=[CH:8][C:9]2[N:10]([CH:14]=[C:15]([C:17]3[CH:22]=[CH:21][CH:20]=[CH:19][CH:18]=3)[N:16]=2)[CH:11]=1, predict the reactants needed to synthesize it.